From a dataset of Retrosynthesis with 50K atom-mapped reactions and 10 reaction types from USPTO. Predict the reactants needed to synthesize the given product. (1) Given the product Clc1cccc(-n2nncc2Cc2ccccc2)c1Cl, predict the reactants needed to synthesize it. The reactants are: C#CCc1ccccc1.[N-]=[N+]=Nc1cccc(Cl)c1Cl. (2) Given the product COc1ccc(-c2nn3c(Cl)cccc3c2C(C)=O)cc1, predict the reactants needed to synthesize it. The reactants are: CC(=O)OC(C)=O.COc1ccc(-c2cc3cccc(Cl)n3n2)cc1.